From a dataset of Full USPTO retrosynthesis dataset with 1.9M reactions from patents (1976-2016). Predict the reactants needed to synthesize the given product. (1) Given the product [F:1][C:2]1[CH:7]=[CH:6][CH:5]=[C:4]([O:8][CH3:17])[C:3]=1[O:13][CH3:10], predict the reactants needed to synthesize it. The reactants are: [F:1][C:2]1[CH:7]=[CH:6][CH:5]=[C:4]([OH:8])[C:3]=1O.[C:10](=[O:13])([O-])[O-].[K+].[K+].I[CH3:17]. (2) Given the product [CH:43]([CH:42]1[C:25]2[C:24](=[CH:29][CH:28]=[C:27]([O:30][CH2:31][CH2:32][N:33]3[CH2:34][CH2:35][O:36][CH2:37][CH2:38]3)[CH:26]=2)[C:23](=[O:39])[O:46]1)([CH3:45])[CH3:44], predict the reactants needed to synthesize it. The reactants are: CN(C)CCN(C)C.[Li]C(CC)C.C1CCCCC1.C(N(CC)[C:23](=[O:39])[C:24]1[CH:29]=[CH:28][C:27]([O:30][CH2:31][CH2:32][N:33]2[CH2:38][CH2:37][O:36][CH2:35][CH2:34]2)=[CH:26][CH:25]=1)C.[CH:42](=[O:46])[CH:43]([CH3:45])[CH3:44].Cl.C([O-])(O)=O.[Na+]. (3) The reactants are: Br[CH2:2][C:3]([C:5]1[CH:10]=[CH:9][C:8]([N+:11]([O-:13])=[O:12])=[CH:7][CH:6]=1)=[O:4].[C-:14]#[N:15].[Na+].Cl. Given the product [C:14]([CH2:2][C:3]([C:5]1[CH:10]=[CH:9][C:8]([N+:11]([O-:13])=[O:12])=[CH:7][CH:6]=1)=[O:4])#[N:15], predict the reactants needed to synthesize it.